Dataset: Reaction yield outcomes from USPTO patents with 853,638 reactions. Task: Predict the reaction yield, written as a fraction of the theoretical maximum amount of product (1.0 means a 100% yield; for example, 0.34 means a 34% yield). (1) The reactants are [F:1][C:2]1[CH:3]=[C:4]([CH2:12][C:13]([NH:15][C:16]2[C:25]([CH3:26])=[CH:24][CH:23]=[C:22]3[C:17]=2[CH:18]=[CH:19][N:20]([C@H:28]([CH3:31])[CH2:29]O)[C:21]3=[O:27])=[O:14])[CH:5]=[CH:6][C:7]=1[C:8]([F:11])([F:10])[F:9].C(Cl)Cl.C1(C)C=CC=CC=1.C1C=CC(OP(OC2C=CC=CC=2)([N:51]=[N+:52]=[N-:53])=O)=CC=1.N12CCCN=C1CCCCC2. No catalyst specified. The product is [N:51]([CH2:29][C@H:28]([N:20]1[CH:19]=[CH:18][C:17]2[C:22](=[CH:23][CH:24]=[C:25]([CH3:26])[C:16]=2[NH:15][C:13](=[O:14])[CH2:12][C:4]2[CH:5]=[CH:6][C:7]([C:8]([F:11])([F:9])[F:10])=[C:2]([F:1])[CH:3]=2)[C:21]1=[O:27])[CH3:31])=[N+:52]=[N-:53]. The yield is 0.900. (2) The reactants are C(NC(C)C)(C)C.C([Li])CCC.[Li+].CC([N-]C(C)C)C.[O:21]1[CH2:26][CH2:25][CH2:24][CH2:23][CH:22]1[O:27][CH2:28][CH2:29][C:30]1[N:31]=[C:32]([NH:35][C:36](=[O:42])[O:37][C:38]([CH3:41])([CH3:40])[CH3:39])[S:33][CH:34]=1.[CH3:43][C:44]([CH3:46])=[O:45]. The catalyst is C1COCC1. The product is [OH:45][C:44]([C:34]1[S:33][C:32]([NH:35][C:36](=[O:42])[O:37][C:38]([CH3:39])([CH3:41])[CH3:40])=[N:31][C:30]=1[CH2:29][CH2:28][O:27][CH:22]1[CH2:23][CH2:24][CH2:25][CH2:26][O:21]1)([CH3:46])[CH3:43]. The yield is 0.530.